This data is from Reaction yield outcomes from USPTO patents with 853,638 reactions. The task is: Predict the reaction yield, written as a fraction of the theoretical maximum amount of product (1.0 means a 100% yield; for example, 0.34 means a 34% yield). (1) The reactants are [CH:1]1([C:4]2[NH:15][C:14](=O)[C:7]3[N:8]=[C:9]([S:12][CH3:13])[N:10]=[CH:11][C:6]=3[CH:5]=2)[CH2:3][CH2:2]1.P(Cl)(Cl)([Cl:19])=O. No catalyst specified. The product is [Cl:19][C:14]1[C:7]2[N:8]=[C:9]([S:12][CH3:13])[N:10]=[CH:11][C:6]=2[CH:5]=[C:4]([CH:1]2[CH2:3][CH2:2]2)[N:15]=1. The yield is 0.880. (2) The reactants are [BH4-].[Na+].CO.[CH3:5][O:6][C:7](=[O:32])[CH2:8][O:9][CH2:10]/[CH:11]=[CH:12]\[CH2:13][N:14]1[C@@H:19](/[CH:20]=[CH:21]/[C:22](=[O:30])[CH2:23][C:24]2[CH:29]=[CH:28][CH:27]=[CH:26][CH:25]=2)[CH2:18][CH2:17][CH2:16][C:15]1=[O:31]. The catalyst is C(Cl)Cl. The product is [CH3:5][O:6][C:7](=[O:32])[CH2:8][O:9][CH2:10]/[CH:11]=[CH:12]\[CH2:13][N:14]1[C:15](=[O:31])[CH2:16][CH2:17][CH2:18][C@@H:19]1/[CH:20]=[CH:21]/[CH:22]([OH:30])[CH2:23][C:24]1[CH:29]=[CH:28][CH:27]=[CH:26][CH:25]=1. The yield is 0.780. (3) The reactants are FC(F)(F)C(O)=O.O.C(OC([N:16]1[CH2:19][CH2:18][C@@H:17]1[CH2:20][O:21][C:22]1[CH:23]=[N:24][CH:25]=[C:26]([C:28]2[CH:33]=[CH:32][CH:31]=[C:30]([CH2:34][C@@H:35]([O:43][CH3:44])[CH2:36][C:37]3[CH:42]=[CH:41][CH:40]=[CH:39][CH:38]=3)[CH:29]=2)[CH:27]=1)=O)(C)(C)C. The catalyst is C(Cl)Cl. The product is [NH:16]1[CH2:19][CH2:18][C@H:17]1[CH2:20][O:21][C:22]1[CH:23]=[N:24][CH:25]=[C:26]([C:28]2[CH:33]=[CH:32][CH:31]=[C:30]([CH2:34][C@H:35]([O:43][CH3:44])[CH2:36][C:37]3[CH:42]=[CH:41][CH:40]=[CH:39][CH:38]=3)[CH:29]=2)[CH:27]=1. The yield is 0.470. (4) The reactants are [OH:1][C:2]1[C:3]([C:18](=[N:20][NH:21][C:22]([C:24]2[CH:33]=[CH:32][C:27]([C:28]([O:30]C)=[O:29])=[CH:26][CH:25]=2)=[O:23])[CH3:19])=[N:4][N:5]([CH3:17])[C:6]=1[C:7]1[CH:12]=[CH:11][C:10]([C:13]([F:16])([F:15])[F:14])=[CH:9][CH:8]=1.CO.[OH-].[Na+].Cl. The catalyst is O. The product is [OH:1][C:2]1[C:3]([C:18](=[N:20][NH:21][C:22]([C:24]2[CH:25]=[CH:26][C:27]([C:28]([OH:30])=[O:29])=[CH:32][CH:33]=2)=[O:23])[CH3:19])=[N:4][N:5]([CH3:17])[C:6]=1[C:7]1[CH:12]=[CH:11][C:10]([C:13]([F:14])([F:15])[F:16])=[CH:9][CH:8]=1. The yield is 0.730. (5) The reactants are [C:1]([O:5][C:6]([N:8]1[CH2:13][CH:12]2[CH:10]([O:11]2)[CH2:9]1)=[O:7])([CH3:4])([CH3:3])[CH3:2].[Cl:14][C:15]1[CH:20]=[CH:19][C:18]([C:21]([N:23]2[CH2:28][CH2:27][NH:26][CH2:25][CH2:24]2)=[O:22])=[CH:17][CH:16]=1. No catalyst specified. The product is [C:1]([O:5][C:6]([N:8]1[CH2:9][CH:10]([OH:11])[CH:12]([N:26]2[CH2:25][CH2:24][N:23]([C:21](=[O:22])[C:18]3[CH:17]=[CH:16][C:15]([Cl:14])=[CH:20][CH:19]=3)[CH2:28][CH2:27]2)[CH2:13]1)=[O:7])([CH3:2])([CH3:3])[CH3:4]. The yield is 0.840. (6) The reactants are [C:1]([C:3]1[CH:4]=[CH:5][C:6]([N:9]([CH3:13])[C:10](Cl)=[O:11])=[N:7][CH:8]=1)#[N:2].[Br:14][C:15]1[CH:16]=[N:17][N:18]2[CH2:23][CH2:22][NH:21][CH2:20][C:19]=12.C(N(CC)CC)C.O. The catalyst is C1COCC1.CN(C)C1C=CN=CC=1. The product is [Br:14][C:15]1[CH:16]=[N:17][N:18]2[CH2:23][CH2:22][N:21]([C:10]([N:9]([C:6]3[CH:5]=[CH:4][C:3]([C:1]#[N:2])=[CH:8][N:7]=3)[CH3:13])=[O:11])[CH2:20][C:19]=12. The yield is 0.440. (7) The reactants are [OH:1][C@@H:2]1[CH2:25][CH2:24][C@@:23]2([CH3:26])[C@H:4]([CH2:5][C@@H:6]([OH:28])[C@@H:7]3[C@@H:22]2[CH2:21][CH2:20][C@@:19]2([CH3:27])[C@H:8]3[CH2:9][CH2:10][C@@H:11]2[C@H:12]([CH3:18])[CH2:13][CH2:14][C:15]([OH:17])=[O:16])[CH2:3]1.O.[CH3:30]O. No catalyst specified. The product is [CH3:30][O:16][C:15](=[O:17])[CH2:14][CH2:13][C@H:12]([C@@H:11]1[C@:19]2([CH3:27])[C@H:8]([C@H:7]3[C@H:22]([CH2:21][CH2:20]2)[C@:23]2([CH3:26])[C@@H:4]([CH2:3][C@H:2]([OH:1])[CH2:25][CH2:24]2)[CH2:5][C@H:6]3[OH:28])[CH2:9][CH2:10]1)[CH3:18]. The yield is 1.00. (8) The reactants are CN(C=[C:5]1[CH2:11][CH2:10][CH2:9][C:8]2[CH:12]=[C:13]([N:17]3[CH2:21][C@H:20]([CH2:22][NH:23][C:24](=[O:26])[CH3:25])[O:19][C:18]3=[O:27])[CH:14]=[C:15]([F:16])[C:7]=2[C:6]1=O)C.C1(C)C=CC(S(O)(=O)=O)=CC=1. The catalyst is C1(C)C=CC=CC=1. The product is [F:16][C:15]1[C:7]2[CH:6]=[CH:5][CH2:11][CH2:10][CH2:9][C:8]=2[CH:12]=[C:13]([N:17]2[CH2:21][C@H:20]([CH2:22][NH:23][C:24](=[O:26])[CH3:25])[O:19][C:18]2=[O:27])[CH:14]=1. The yield is 0.940. (9) The reactants are [Cl:1][C:2]1[CH:7]=[CH:6][C:5]([C@@H:8]2[CH2:10][C@H:9]2[CH2:11][OH:12])=[CH:4][CH:3]=1.[Cl:13][C:14]1[C:19]([C:20]([F:23])([F:22])[F:21])=[C:18](Cl)[CH:17]=[CH:16][N:15]=1. No catalyst specified. The product is [Cl:13][C:14]1[C:19]([C:20]([F:21])([F:22])[F:23])=[C:18]([O:12][CH2:11][C@H:9]2[CH2:10][C@@H:8]2[C:5]2[CH:4]=[CH:3][C:2]([Cl:1])=[CH:7][CH:6]=2)[CH:17]=[CH:16][N:15]=1. The yield is 0.760. (10) The product is [CH:1]([C:4]1[C:8]([CH2:9][CH2:10][CH2:11][OH:12])=[CH:7][N:6]([C:16]2[CH:17]=[CH:18][C:19]([C:22]([F:24])([F:25])[F:23])=[CH:20][CH:21]=2)[N:5]=1)([CH3:3])[CH3:2]. The yield is 0.930. The catalyst is O1CCCC1. The reactants are [CH:1]([C:4]1[C:8]([CH2:9][CH2:10][C:11](OCC)=[O:12])=[CH:7][N:6]([C:16]2[CH:21]=[CH:20][C:19]([C:22]([F:25])([F:24])[F:23])=[CH:18][CH:17]=2)[N:5]=1)([CH3:3])[CH3:2].[H-].[Al+3].[Li+].[H-].[H-].[H-].O.O.O.O.O.O.O.O.O.O.[O-]S([O-])(=O)=O.[Na+].[Na+].